Dataset: Full USPTO retrosynthesis dataset with 1.9M reactions from patents (1976-2016). Task: Predict the reactants needed to synthesize the given product. (1) Given the product [NH:1]([C:54]([O:56][C:57]([CH3:58])([CH3:60])[CH3:59])=[O:55])[C@H:2]([C:13]([N:15]1[CH2:53][CH2:52][CH2:51][C@H:16]1[C:17]([NH:19][C@H:20]([C:22]([NH:24][C@H:25]([C:41]([OH:43])=[O:42])[CH2:26][CH2:27][CH2:28][CH2:29][NH:30][C:31]([O:33][CH2:34][C:35]1[CH:36]=[CH:37][CH:38]=[CH:39][CH:40]=1)=[O:32])=[O:23])[CH3:21])=[O:18])=[O:14])[CH2:3][CH2:4][CH2:5][NH:6][C:7](=[NH:12])[NH:8][N+:9]([O-:11])=[O:10], predict the reactants needed to synthesize it. The reactants are: [NH:1]([C:54]([O:56][C:57]([CH3:60])([CH3:59])[CH3:58])=[O:55])[C@H:2]([C:13]([N:15]1[CH2:53][CH2:52][CH2:51][C@H:16]1[C:17]([NH:19][C@H:20]([C:22]([NH:24][C@H:25]([C:41]([O:43]CC1C=CC=CC=1)=[O:42])[CH2:26][CH2:27][CH2:28][CH2:29][NH:30][C:31]([O:33][CH2:34][C:35]1[CH:40]=[CH:39][CH:38]=[CH:37][CH:36]=1)=[O:32])=[O:23])[CH3:21])=[O:18])=[O:14])[CH2:3][CH2:4][CH2:5][NH:6][C:7](=[NH:12])[NH:8][N+:9]([O-:11])=[O:10].[OH-].[Na+].Cl. (2) The reactants are: [CH3:1][CH:2]1[CH:13]=[C:12]([CH3:14])[CH2:11][CH2:10][C:3]21[CH:8]([OH:9])[O:7][CH2:6][CH2:5][CH2:4]2.[CH3:15]C1C=CC(S(O)(=O)=O)=CC=1. Given the product [CH3:15][O:9][CH:8]1[C:3]2([CH2:10][CH2:11][C:12]([CH3:14])=[CH:13][CH:2]2[CH3:1])[CH2:4][CH2:5][CH2:6][O:7]1, predict the reactants needed to synthesize it. (3) Given the product [NH2:1][C:4]1[CH:5]=[CH:6][C:7]([NH:10][C:11](=[O:15])[CH:12]([CH3:13])[CH3:14])=[CH:8][CH:9]=1, predict the reactants needed to synthesize it. The reactants are: [N+:1]([C:4]1[CH:9]=[CH:8][C:7]([NH:10][C:11](=[O:15])[CH:12]([CH3:14])[CH3:13])=[CH:6][CH:5]=1)([O-])=O.[Cl-].[NH4+].